Dataset: Full USPTO retrosynthesis dataset with 1.9M reactions from patents (1976-2016). Task: Predict the reactants needed to synthesize the given product. (1) Given the product [C:69]([O:68][C:22](=[O:25])[NH:21][C@H:19]1[CH2:20][C@@H:16]([N:13]2[CH:12]=[N:11][C:10]3[C:14]2=[N:15][C:7]([C:5](=[O:6])[NH:4][CH2:3][CH2:2][NH2:1])=[N:8][C:9]=3[NH:28][CH2:29][CH:30]([C:37]2[CH:42]=[CH:41][CH:40]=[CH:39][CH:38]=2)[C:31]2[CH:32]=[CH:33][CH:34]=[CH:35][CH:36]=2)[C@H:17]([OH:27])[C@@H:18]1[OH:26])([CH3:72])([CH3:71])[CH3:70], predict the reactants needed to synthesize it. The reactants are: [NH2:1][CH2:2][CH2:3][NH:4][C:5]([C:7]1[N:15]=[C:14]2[C:10]([N:11]=[CH:12][N:13]2[C@@H:16]2[CH2:20][C@H:19]([NH:21][C:22](=[O:25])CC)[C@@H:18]([OH:26])[C@H:17]2[OH:27])=[C:9]([NH:28][CH2:29][CH:30]([C:37]2[CH:42]=[CH:41][CH:40]=[CH:39][CH:38]=2)[C:31]2[CH:36]=[CH:35][CH:34]=[CH:33][CH:32]=2)[N:8]=1)=[O:6].COC(C1N=C2C(N=CN2[C@@H]2C[C@H](N(C([O:68][C:69]([CH3:72])([CH3:71])[CH3:70])=O)C(=O)CC)[C@@H](O)[C@H]2O)=C(NCC(C2C=CC=CC=2)C2C=CC=CC=2)N=1)=O. (2) Given the product [NH2:55][C@H:42]1[C@H:43]([OH:47])[C@@H:44]([CH3:46])[CH2:45][N:40]([C:39]2[CH:38]=[CH:37][N:36]=[CH:35][C:34]=2[NH:33][C:30]([C:13]2[C:12]([NH:11][C:9](=[O:10])[O:8][CH2:1][C:2]3[CH:7]=[CH:6][CH:5]=[CH:4][CH:3]=3)=[CH:21][C:20]3[C:19](=[CH:18][C:17]([N:22]4[CH2:27][CH2:26][N:25]([CH3:28])[C:24](=[O:29])[CH2:23]4)=[CH:16][CH:15]=3)[N:14]=2)=[O:31])[CH2:41]1, predict the reactants needed to synthesize it. The reactants are: [CH2:1]([O:8][C:9]([NH:11][C:12]1[C:13]([C:30](O)=[O:31])=[N:14][C:15]2[C:20]([CH:21]=1)=[CH:19][CH:18]=[C:17]([N:22]1[CH2:27][CH2:26][N:25]([CH3:28])[C:24](=[O:29])[CH2:23]1)[CH:16]=2)=[O:10])[C:2]1[CH:7]=[CH:6][CH:5]=[CH:4][CH:3]=1.[NH2:33][C:34]1[CH:35]=[N:36][CH:37]=[CH:38][C:39]=1[N:40]1[CH2:45][C@H:44]([CH3:46])[C@@H:43]([O:47][Si](C(C)(C)C)(C)C)[C@H:42]([NH:55]C(=O)OC(C)(C)C)[CH2:41]1.CN(C(ON1N=NC2C=CC=NC1=2)=[N+](C)C)C.F[P-](F)(F)(F)(F)F.CCN(C(C)C)C(C)C. (3) Given the product [ClH:38].[ClH:62].[ClH:38].[Cl:54][C:41]1[CH:42]=[C:43]([C:2]2[CH:3]=[C:4]3[C:9](=[CH:10][CH:11]=2)[N:8]=[CH:7][C:6]([C:12]([CH:14]2[CH2:16][CH2:15]2)=[O:13])=[C:5]3[NH:17][C:18]2[CH:23]=[N:22][C:21]([N:24]3[CH2:28][CH2:27][CH:26]([NH:29][CH3:37])[CH2:25]3)=[CH:20][CH:19]=2)[CH:44]=[C:39]([F:66])[C:40]=1[OH:55], predict the reactants needed to synthesize it. The reactants are: Br[C:2]1[CH:3]=[C:4]2[C:9](=[CH:10][CH:11]=1)[N:8]=[CH:7][C:6]([C:12]([CH:14]1[CH2:16][CH2:15]1)=[O:13])=[C:5]2[NH:17][C:18]1[CH:19]=[CH:20][C:21]([N:24]2[CH2:28][CH2:27][CH:26]([N:29]([CH3:37])C(=O)OC(C)(C)C)[CH2:25]2)=[N:22][CH:23]=1.[Cl:38][C:39]1[CH:44]=[C:43](B2OC(C)(C)C(C)(C)O2)[CH:42]=[C:41]([Cl:54])[C:40]=1[OH:55].C([O-])([O-])=O.[Cs+].[Cs+].[ClH:62].C(O)(C(F)(F)[F:66])=O. (4) Given the product [CH3:19][O:18][CH:5]([O:4][CH3:3])[CH2:6][CH2:7][O:8][C:9]1[CH:14]=[CH:13][C:12]([NH2:15])=[CH:11][CH:10]=1, predict the reactants needed to synthesize it. The reactants are: [BH4-].[Na+].[CH3:3][O:4][CH:5]([O:18][CH3:19])[CH2:6][CH2:7][O:8][C:9]1[CH:14]=[CH:13][C:12]([N+:15]([O-])=O)=[CH:11][CH:10]=1.